Dataset: Forward reaction prediction with 1.9M reactions from USPTO patents (1976-2016). Task: Predict the product of the given reaction. (1) Given the reactants [NH2:1][C:2]1[N:3]=[CH:4][C:5]2[S:10][C:9](=[O:11])[NH:8][C:6]=2[N:7]=1.[H-].[Na+].Br.Br[CH2:16][C:17]1[CH:18]=[N:19][CH:20]=[CH:21][CH:22]=1, predict the reaction product. The product is: [NH2:1][C:2]1[N:3]=[CH:4][C:5]2[S:10][C:9](=[O:11])[N:8]([CH2:16][C:17]3[CH:18]=[N:19][CH:20]=[CH:21][CH:22]=3)[C:6]=2[N:7]=1. (2) Given the reactants [Br:1][C:2]1[CH:3]=[CH:4][C:5]2[C:11](=[O:12])[CH2:10][CH2:9][CH2:8][CH2:7][C:6]=2[CH:13]=1.[Br:14]Br, predict the reaction product. The product is: [Br:1][C:2]1[CH:3]=[CH:4][C:5]2[C:11](=[O:12])[CH:10]([Br:14])[CH2:9][CH2:8][CH2:7][C:6]=2[CH:13]=1. (3) Given the reactants [F-].[K+].Br[CH2:4][C:5]([C:7]1[CH:12]=[CH:11][CH:10]=[C:9]([Br:13])[CH:8]=1)=[O:6].[F:14][B-](F)(F)F.C([N+]1C=CN(C)C=1)CCC.O, predict the reaction product. The product is: [Br:13][C:9]1[CH:8]=[C:7]([C:5](=[O:6])[CH2:4][F:14])[CH:12]=[CH:11][CH:10]=1. (4) Given the reactants [OH:1][CH2:2][CH2:3][C:4]1[C:5]([O:17][CH3:18])=[CH:6][CH:7]=[C:8]2[C:13]=1[O:12][C:11]([CH3:15])([CH3:14])[CH2:10][C:9]2=[O:16].[Br-].[Na+].CC1(C)CCCC(C)(C)[NH+]1[O-].Cl[O-].[Na+].C(=O)(O)[O-].[Na+], predict the reaction product. The product is: [CH3:18][O:17][C:5]1[C:4]([CH2:3][CH:2]=[O:1])=[C:13]2[C:8]([C:9](=[O:16])[CH2:10][C:11]([CH3:14])([CH3:15])[O:12]2)=[CH:7][CH:6]=1. (5) Given the reactants Cl[C:2]1[C:7]([C:8]([O:10][CH2:11][CH3:12])=[O:9])=[CH:6][N:5]=[CH:4][N:3]=1.Cl.[CH2:14]([O:21][NH2:22])[C:15]1[CH:20]=[CH:19][CH:18]=[CH:17][CH:16]=1.C(Cl)(Cl)Cl.O, predict the reaction product. The product is: [CH2:14]([O:21][NH:22][C:2]1[C:7]([C:8]([O:10][CH2:11][CH3:12])=[O:9])=[CH:6][N:5]=[CH:4][N:3]=1)[C:15]1[CH:20]=[CH:19][CH:18]=[CH:17][CH:16]=1.